Dataset: Reaction yield outcomes from USPTO patents with 853,638 reactions. Task: Predict the reaction yield, written as a fraction of the theoretical maximum amount of product (1.0 means a 100% yield; for example, 0.34 means a 34% yield). The reactants are [Li+].C[Si]([N-:6][Si](C)(C)C)(C)C.[CH3:11][O:12][C:13]1[CH:20]=[CH:19][CH:18]=[CH:17][C:14]=1[C:15]#[N:16]. The catalyst is CCOCC. The product is [CH3:11][O:12][C:13]1[CH:20]=[CH:19][CH:18]=[CH:17][C:14]=1[C:15]([NH2:6])=[NH:16]. The yield is 0.910.